The task is: Predict the reaction yield, written as a fraction of the theoretical maximum amount of product (1.0 means a 100% yield; for example, 0.34 means a 34% yield).. This data is from Reaction yield outcomes from USPTO patents with 853,638 reactions. (1) The reactants are C1(P(C2CCCCC2)C2C=CC=CC=2C2C=CC=CC=2)CCCCC1.Br[C:27]1[C:36]2[C:31](=[CH:32][CH:33]=[CH:34][CH:35]=2)[CH:30]=[CH:29][C:28]=1[F:37].[C:38]([N:45]1[CH2:50][CH2:49][NH:48][CH2:47][CH2:46]1)([O:40][C:41]([CH3:44])([CH3:43])[CH3:42])=[O:39].CC([O-])(C)C.[Na+]. The catalyst is CC([O-])=O.CC([O-])=O.[Pd+2]. The product is [C:41]([O:40][C:38]([N:45]1[CH2:50][CH2:49][N:48]([C:27]2[C:36]3[C:31](=[CH:32][CH:33]=[CH:34][CH:35]=3)[CH:30]=[CH:29][C:28]=2[F:37])[CH2:47][CH2:46]1)=[O:39])([CH3:44])([CH3:42])[CH3:43]. The yield is 0.400. (2) The reactants are [CH2:1]([S:3]([OH:6])(=[O:5])=[O:4])[CH3:2].[C:7]([C@H:10]1[O:15][CH2:14][C@H:13]([NH:16][C:17]([C@@H:19]2[NH:33][C:32]3([CH2:38][CH2:37][C:36]([CH3:40])([CH3:39])[CH2:35][CH2:34]3)[C@:21]3([C:29]4[C:24](=[CH:25][C:26]([Cl:30])=[CH:27][CH:28]=4)[NH:23][C:22]3=[O:31])[C@H:20]2[C:41]2[CH:46]=[CH:45][N:44]=[C:43]([Cl:47])[C:42]=2[F:48])=[O:18])[CH2:12][CH2:11]1)(=[O:9])[NH2:8]. The catalyst is CC(O)C. The product is [OH2:4].[CH2:1]([S:3]([OH:6])(=[O:5])=[O:4])[CH3:2].[C:7]([C@H:10]1[O:15][CH2:14][C@H:13]([NH:16][C:17]([C@@H:19]2[NH:33][C:32]3([CH2:34][CH2:35][C:36]([CH3:40])([CH3:39])[CH2:37][CH2:38]3)[C@:21]3([C:29]4[C:24](=[CH:25][C:26]([Cl:30])=[CH:27][CH:28]=4)[NH:23][C:22]3=[O:31])[C@H:20]2[C:41]2[CH:46]=[CH:45][N:44]=[C:43]([Cl:47])[C:42]=2[F:48])=[O:18])[CH2:12][CH2:11]1)(=[O:9])[NH2:8]. The yield is 0.820. (3) The catalyst is C1COCC1. The product is [N:10]12[CH2:11][CH2:12][C:13]([C:18]([C:5]3[CH:6]=[CH:7][C:2]([CH3:1])=[CH:3][CH:4]=3)([C:5]3[CH:6]=[CH:7][C:2]([CH3:1])=[CH:3][CH:4]=3)[OH:20])([CH2:14][CH2:15]1)[CH2:16][CH2:17]2. The reactants are [CH3:1][C:2]1[CH:7]=[CH:6][C:5]([Mg]Br)=[CH:4][CH:3]=1.[N:10]12[CH2:17][CH2:16][C:13]([C:18]([O:20]CC)=O)([CH2:14][CH2:15]1)[CH2:12][CH2:11]2. The yield is 0.866. (4) The yield is 0.830. The reactants are [OH:1][C@@:2]1([C:13]2[S:14][C:15]([C:18]3[CH:23]=[C:22]([NH:24][C:25]4[N:30]=[C:29]([C:31]([F:34])([F:33])[F:32])[CH:28]=[CH:27][N:26]=4)[CH:21]=[C:20]([CH3:35])[CH:19]=3)=[CH:16][N:17]=2)[CH2:7][CH2:6][C@@H:5]([C:8]([OH:10])=[O:9])[C:4]([CH3:12])([CH3:11])[CH2:3]1.S(=O)(=O)(O)O.[CH3:41]O. The product is [OH:1][C@@:2]1([C:13]2[S:14][C:15]([C:18]3[CH:23]=[C:22]([NH:24][C:25]4[N:30]=[C:29]([C:31]([F:33])([F:34])[F:32])[CH:28]=[CH:27][N:26]=4)[CH:21]=[C:20]([CH3:35])[CH:19]=3)=[CH:16][N:17]=2)[CH2:7][CH2:6][C@@H:5]([C:8]([O:10][CH3:41])=[O:9])[C:4]([CH3:11])([CH3:12])[CH2:3]1. The catalyst is O. (5) The reactants are [F:1][CH2:2][CH2:3][NH2:4].N1C=CC=CC=1.Cl[C:12]([O:14][C:15]1[CH:20]=[CH:19][CH:18]=[CH:17][CH:16]=1)=[O:13].O. The catalyst is CN(C)C=O.C(OCC)(=O)C. The product is [F:1][CH2:2][CH2:3][NH:4][C:12](=[O:13])[O:14][C:15]1[CH:20]=[CH:19][CH:18]=[CH:17][CH:16]=1. The yield is 0.865. (6) The reactants are [OH:1][C:2]1[CH:7]=[C:6]([CH3:8])[C:5]([NH:9][CH:10]=[O:11])=[C:4]([CH3:12])[C:3]=1[CH3:13].Br[CH2:15]/[CH:16]=[CH:17]/[C:18]1[CH:23]=[CH:22][C:21]([F:24])=[CH:20][CH:19]=1. No catalyst specified. The product is [F:24][C:21]1[CH:22]=[CH:23][C:18](/[CH:17]=[CH:16]/[CH2:15][O:1][C:2]2[CH:7]=[C:6]([CH3:8])[C:5]([NH:9][CH:10]=[O:11])=[C:4]([CH3:12])[C:3]=2[CH3:13])=[CH:19][CH:20]=1. The yield is 0.520. (7) The reactants are [I:1][C:2]1[CH:3]=[C:4]([N+:11]([O-:13])=[O:12])[CH:5]=[C:6]2[C:10]=1[NH:9][CH2:8][CH2:7]2.ClC1C(=O)C(C#N)=C(C#N)C(=O)C=1Cl. The catalyst is C(O)C.C(O)(C)C. The product is [I:1][C:2]1[CH:3]=[C:4]([N+:11]([O-:13])=[O:12])[CH:5]=[C:6]2[C:10]=1[NH:9][CH:8]=[CH:7]2. The yield is 0.790. (8) The reactants are [CH3:1][O:2][C:3]1[CH:4]=[C:5]([CH:7]=[CH:8][C:9]=1[O:10][CH3:11])[NH2:6].[CH3:12][C:13]([CH:15]=[CH2:16])=O. The catalyst is O.O.O.O.O.O.[Fe](Cl)(Cl)Cl.C(O)(=O)C. The product is [CH3:11][O:10][C:9]1[CH:8]=[C:7]2[C:5](=[CH:4][C:3]=1[O:2][CH3:1])[N:6]=[CH:12][CH:13]=[C:15]2[CH3:16]. The yield is 0.380.